Predict the product of the given reaction. From a dataset of Forward reaction prediction with 1.9M reactions from USPTO patents (1976-2016). (1) Given the reactants [CH2:1]([O:3][C:4](=[O:17])[CH:5]([C:11]([CH:14]1[CH2:16][CH2:15]1)([CH3:13])[CH3:12])C(OCC)=O)[CH3:2].[Li+].[Cl-].O, predict the reaction product. The product is: [CH2:1]([O:3][C:4](=[O:17])[CH2:5][C:11]([CH:14]1[CH2:15][CH2:16]1)([CH3:12])[CH3:13])[CH3:2]. (2) Given the reactants [CH3:1][C:2]1[O:6][N:5]=[C:4]([C:7]2[CH:12]=[CH:11][CH:10]=[CH:9][CH:8]=2)[C:3]=1[CH2:13][O:14][C:15]1[CH:23]=[CH:22][C:18]([C:19]([OH:21])=O)=[CH:17][N:16]=1.Cl.[NH2:25][C@@H:26]1[CH2:31][CH2:30][CH2:29][CH2:28][C@H:27]1[OH:32], predict the reaction product. The product is: [OH:32][C@@H:27]1[CH2:28][CH2:29][CH2:30][CH2:31][C@H:26]1[NH:25][C:19](=[O:21])[C:18]1[CH:22]=[CH:23][C:15]([O:14][CH2:13][C:3]2[C:4]([C:7]3[CH:8]=[CH:9][CH:10]=[CH:11][CH:12]=3)=[N:5][O:6][C:2]=2[CH3:1])=[N:16][CH:17]=1. (3) Given the reactants [CH2:1]([C@H:8]1[N:13]([C:14]([C:16]2[N:17]=[CH:18][N:19]([C@H:27]3[CH2:32][CH2:31][CH2:30][CH2:29][C:28]3([CH2:34][CH2:35][NH:36]CC3C=CC=CC=3)[OH:33])[C:20]=2[C:21]2[CH:26]=[CH:25][CH:24]=[CH:23][CH:22]=2)=[O:15])[CH2:12][CH2:11][N:10]([C:44]([O:46][C:47]([CH3:50])([CH3:49])[CH3:48])=[O:45])[CH2:9]1)[C:2]1[CH:7]=[CH:6][CH:5]=[CH:4][CH:3]=1, predict the reaction product. The product is: [NH2:36][CH2:35][CH2:34][C:28]1([OH:33])[CH2:29][CH2:30][CH2:31][CH2:32][C@@H:27]1[N:19]1[C:20]([C:21]2[CH:22]=[CH:23][CH:24]=[CH:25][CH:26]=2)=[C:16]([C:14]([N:13]2[CH2:12][CH2:11][N:10]([C:44]([O:46][C:47]([CH3:50])([CH3:48])[CH3:49])=[O:45])[CH2:9][C@H:8]2[CH2:1][C:2]2[CH:3]=[CH:4][CH:5]=[CH:6][CH:7]=2)=[O:15])[N:17]=[CH:18]1. (4) Given the reactants [C:1]([O:5][C:6]([N:8]1[CH2:13][CH2:12][N:11]([CH2:14][CH2:15][CH2:16][NH2:17])[CH2:10][CH2:9]1)=[O:7])([CH3:4])([CH3:3])[CH3:2].[CH:18]1([NH:21][C:22]([C:24]2[C:32]3[CH:31]=[C:30]([C:33]4[C:38]([F:39])=[CH:37][N:36]=[C:35](Cl)[N:34]=4)[S:29][C:28]=3[CH:27]=[CH:26][CH:25]=2)=[O:23])[CH2:20][CH2:19]1.C(N(C(C)C)CC)(C)C, predict the reaction product. The product is: [C:1]([O:5][C:6]([N:8]1[CH2:9][CH2:10][N:11]([CH2:14][CH2:15][CH2:16][NH:17][C:35]2[N:34]=[C:33]([C:30]3[S:29][C:28]4[CH:27]=[CH:26][CH:25]=[C:24]([C:22](=[O:23])[NH:21][CH:18]5[CH2:19][CH2:20]5)[C:32]=4[CH:31]=3)[C:38]([F:39])=[CH:37][N:36]=2)[CH2:12][CH2:13]1)=[O:7])([CH3:4])([CH3:3])[CH3:2]. (5) Given the reactants [CH:1]1([CH2:5][C:6]2[N:7]=[C:8]([C:11]3[N:15]=[C:14]([CH2:16][C:17]([CH3:23])([CH3:22])[C:18]([O:20][CH3:21])=[O:19])[O:13][N:12]=3)[S:9][CH:10]=2)[CH2:4][CH2:3][CH2:2]1.Br[C:25]1[CH:30]=[CH:29][C:28]([S:31]([NH:34][C@@H:35]([CH3:40])[C:36]([F:39])([F:38])[F:37])(=[O:33])=[O:32])=[C:27]([Cl:41])[C:26]=1[Cl:42].C([O-])([O-])=O.[K+].[K+].P(C1CCCCC1)(C1CCCCC1)C1CCCCC1.[H+].[B-](F)(F)(F)F.C(O)(C(C)(C)C)=O, predict the reaction product. The product is: [CH:1]1([CH2:5][C:6]2[N:7]=[C:8]([C:11]3[N:15]=[C:14]([CH2:16][C:17]([CH3:23])([CH3:22])[C:18]([O:20][CH3:21])=[O:19])[O:13][N:12]=3)[S:9][C:10]=2[C:25]2[CH:30]=[CH:29][C:28]([S:31](=[O:32])(=[O:33])[NH:34][C@@H:35]([CH3:40])[C:36]([F:38])([F:39])[F:37])=[C:27]([Cl:41])[C:26]=2[Cl:42])[CH2:2][CH2:3][CH2:4]1.